From a dataset of Catalyst prediction with 721,799 reactions and 888 catalyst types from USPTO. Predict which catalyst facilitates the given reaction. (1) Reactant: Cl[C:2]1[C:11]2[C:6](=[CH:7][C:8]([O:14][CH3:15])=[C:9]([O:12][CH3:13])[CH:10]=2)[N:5]=[CH:4][CH:3]=1.[OH:16][C:17]1[C:18]([CH3:30])=[N:19][C:20]2[C:25]([C:26]=1C(O)=O)=[CH:24][CH:23]=[CH:22][CH:21]=2.O. Product: [CH3:13][O:12][C:9]1[CH:10]=[C:11]2[C:6](=[CH:7][C:8]=1[O:14][CH3:15])[N:5]=[CH:4][CH:3]=[C:2]2[O:16][C:17]1[C:18]([CH3:30])=[N:19][C:20]2[C:25]([CH:26]=1)=[CH:24][CH:23]=[CH:22][CH:21]=2. The catalyst class is: 420. (2) Product: [CH3:6][CH2:7][C:8]([O:10][C@@:11]1([C:35]([S:37][CH2:38][F:39])=[O:36])[C@@:15]2([CH3:33])[CH2:16][C@H:17]([OH:32])[C@:18]3([F:31])[C@:28]4([CH3:29])[C:22](=[CH:23][C:24]([CH:26]=[CH:27]4)=[O:25])[C@@H:21]([F:30])[CH2:20][C@H:19]3[C@@H:14]2[CH2:13][C@H:12]1[CH3:34])=[O:9].[C:1](=[O:2])([OH:4])[O-:3].[Na+:5]. Reactant: [C:1](=[O:4])([OH:3])[O-:2].[Na+:5].[CH3:6][CH2:7][C:8]([O:10][C@@:11]1([C:35]([S:37][CH2:38][F:39])=[O:36])[C@@:15]2([CH3:33])[CH2:16][C@H:17]([OH:32])[C@:18]3([F:31])[C@:28]4([CH3:29])[C:22](=[CH:23][C:24]([CH:26]=[CH:27]4)=[O:25])[C@@H:21]([F:30])[CH2:20][C@H:19]3[C@@H:14]2[CH2:13][C@H:12]1[CH3:34])=[O:9]. The catalyst class is: 283.